From a dataset of Forward reaction prediction with 1.9M reactions from USPTO patents (1976-2016). Predict the product of the given reaction. (1) Given the reactants [Cl:1][C:2]1[CH:3]=[C:4](/[CH:9]=[CH:10]/[C:11]([N:13]2[CH2:19][CH2:18][C:17](=[O:20])[N:16]([CH2:21][C@@H:22]3[CH2:26][O:25]C(C)(C)[O:23]3)[CH2:15][CH2:14]2)=[O:12])[CH:5]=[CH:6][C:7]=1[Cl:8].Cl, predict the reaction product. The product is: [Cl:1][C:2]1[CH:3]=[C:4](/[CH:9]=[CH:10]/[C:11]([N:13]2[CH2:19][CH2:18][C:17](=[O:20])[N:16]([CH2:21][C@@H:22]([OH:23])[CH2:26][OH:25])[CH2:15][CH2:14]2)=[O:12])[CH:5]=[CH:6][C:7]=1[Cl:8]. (2) Given the reactants [CH2:1]([O:8][C:9]1[C:14]([CH:15]([C:17]2[CH:22]=[CH:21][C:20]([CH2:23][CH3:24])=[CH:19][CH:18]=2)[OH:16])=[CH:13][CH:12]=[C:11]([CH3:25])[N:10]=1)[C:2]1[CH:7]=[CH:6][CH:5]=[CH:4][CH:3]=1.[C:26](OC(=O)C)(=[O:28])[CH3:27].C(OCC)(=O)C, predict the reaction product. The product is: [C:26]([O:16][CH:15]([C:14]1[C:9]([O:8][CH2:1][C:2]2[CH:3]=[CH:4][CH:5]=[CH:6][CH:7]=2)=[N:10][C:11]([CH3:25])=[CH:12][CH:13]=1)[C:17]1[CH:18]=[CH:19][C:20]([CH2:23][CH3:24])=[CH:21][CH:22]=1)(=[O:28])[CH3:27].